Dataset: Catalyst prediction with 721,799 reactions and 888 catalyst types from USPTO. Task: Predict which catalyst facilitates the given reaction. (1) Reactant: [Br:1][C:2]1[CH:3]=[C:4]([CH:26]=[CH:27][CH:28]=1)[CH2:5][N:6]1[C:14]2[C:13](=[O:15])[N:12]([CH3:16])[C:11](=[O:17])[N:10]([CH3:18])[C:9]=2[N:8]=[C:7]1[CH2:19][CH2:20][C:21](OCC)=[O:22].[BH4-].[Na+].CO. Product: [Br:1][C:2]1[CH:3]=[C:4]([CH:26]=[CH:27][CH:28]=1)[CH2:5][N:6]1[C:14]2[C:13](=[O:15])[N:12]([CH3:16])[C:11](=[O:17])[N:10]([CH3:18])[C:9]=2[N:8]=[C:7]1[CH2:19][CH2:20][CH2:21][OH:22]. The catalyst class is: 1. (2) Reactant: [CH3:1][C@@H:2]1[C@@H:7]2[CH2:8][CH2:9][C@@H:4]([C:5](=[O:10])[CH2:6]2)[N:3]1C(OC(C)(C)C)=O.Cl. Product: [CH3:1][C@@H:2]1[C@@H:7]2[CH2:8][CH2:9][C@@H:4]([C:5](=[O:10])[CH2:6]2)[NH:3]1. The catalyst class is: 12. (3) Reactant: [Br:1][C:2]1[CH:6]=[N:5][N:4]([CH3:7])[C:3]=1[C:8]1[CH:9]=[C:10]([NH2:23])[CH:11]=[CH:12][C:13]=1[O:14][CH2:15][CH2:16][N:17]1[CH2:21][CH2:20][C@H:19]([F:22])[CH2:18]1.[F:24][C:25]1[CH:26]=[C:27]([CH:31]=[CH:32][CH:33]=1)[C:28](Cl)=[O:29].C(N(CC)CC)C. Product: [Br:1][C:2]1[CH:6]=[N:5][N:4]([CH3:7])[C:3]=1[C:8]1[CH:9]=[C:10]([NH:23][C:28](=[O:29])[C:27]2[CH:31]=[CH:32][CH:33]=[C:25]([F:24])[CH:26]=2)[CH:11]=[CH:12][C:13]=1[O:14][CH2:15][CH2:16][N:17]1[CH2:21][CH2:20][C@H:19]([F:22])[CH2:18]1. The catalyst class is: 1. (4) Reactant: [NH:1]1[CH2:5][CH2:4][C@H:3]2[CH2:6][N:7]([C:9]3[N:14]=[C:13]([O:15][CH:16]([CH3:18])[CH3:17])[C:12]([NH:19][C:20]([C:22]4[C:26]5[C:27](=[O:33])[NH:28][C:29]([CH3:32])([CH3:31])[CH2:30][C:25]=5[O:24][CH:23]=4)=[O:21])=[CH:11][CH:10]=3)[CH2:8][C@@H:2]12.Br[CH2:35][CH2:36][OH:37].C(N(CC)CC)C. Product: [OH:37][CH2:36][CH2:35][N:1]1[CH2:5][CH2:4][C@H:3]2[CH2:6][N:7]([C:9]3[N:14]=[C:13]([O:15][CH:16]([CH3:17])[CH3:18])[C:12]([NH:19][C:20]([C:22]4[C:26]5[C:27](=[O:33])[NH:28][C:29]([CH3:31])([CH3:32])[CH2:30][C:25]=5[O:24][CH:23]=4)=[O:21])=[CH:11][CH:10]=3)[CH2:8][C@@H:2]12. The catalyst class is: 42. (5) Reactant: N[C:2]1[CH:3]=[C:4]2[C:9](=[CH:10][CH:11]=1)[C:7](=[O:8])[O:6][CH2:5]2.C=O.[C:14]([BH3-])#[N:15].[Na+].[CH3:18]C(O)=O. Product: [CH3:18][N:15]([CH3:14])[C:2]1[CH:3]=[C:4]2[C:9](=[CH:10][CH:11]=1)[C:7](=[O:8])[O:6][CH2:5]2. The catalyst class is: 10. (6) Reactant: C([O:8][C:9]1[C:21](=[O:22])[N:13]2[CH2:14][CH:15]3[CH2:20][CH2:19][N:18]([C:12]2=[N:11][C:10]=1[C:23]([NH:25][CH2:26][C:27]1[CH:32]=[CH:31][C:30]([F:33])=[CH:29][C:28]=1[N:34]1[CH2:38][C:37]([CH3:40])([CH3:39])[N:36]([CH3:41])[S:35]1(=[O:43])=[O:42])=[O:24])[CH2:17][CH2:16]3)C1C=CC=CC=1.[F:44][C:45]([F:50])([F:49])[C:46]([OH:48])=[O:47]. Product: [F:33][C:30]1[CH:31]=[CH:32][C:27]([CH2:26][NH:25][C:23]([C:10]2[N:11]=[C:12]3[N:18]4[CH2:17][CH2:16][CH:15]([CH2:20][CH2:19]4)[CH2:14][N:13]3[C:21](=[O:22])[C:9]=2[OH:8])=[O:24])=[C:28]([N:34]2[CH2:38][C:37]([CH3:40])([CH3:39])[N:36]([CH3:41])[S:35]2(=[O:43])=[O:42])[CH:29]=1.[F:44][C:45]([F:50])([F:49])[C:46]([OH:48])=[O:47]. The catalyst class is: 2. (7) The catalyst class is: 11. Product: [C:16]([O:15][C@@H:13]([C:10]1[N:11]=[N:12][N:8]([C:4]2[CH:5]=[CH:6][CH:7]=[C:2]([Cl:1])[CH:3]=2)[N:9]=1)[CH3:14])(=[O:18])[CH3:17]. Reactant: [Cl:1][C:2]1[CH:3]=[C:4]([N:8]2[N:12]=[N:11][C:10]([CH:13]([OH:15])[CH3:14])=[N:9]2)[CH:5]=[CH:6][CH:7]=1.[C:16](OC=C)(=[O:18])[CH3:17].C(CC([O-])=O)=C. (8) Reactant: C1(P(C2C=CC=CC=2)C2C=CC=CC=2)C=CC=CC=1.[CH3:20][C:21]1[O:25][N:24]=[C:23]([C:26]2[CH:31]=[CH:30][CH:29]=[CH:28][CH:27]=2)[C:22]=1[C:32]1[N:36]2[CH2:37][C:38]3[C:43]([C:35]2=[N:34][N:33]=1)=[CH:42][C:41]([OH:44])=[CH:40][CH:39]=3.O[CH2:46][C:47]1[CH:48]=[N:49][CH:50]=[CH:51][CH:52]=1.N(C(OCC)=O)=NC(OCC)=O. Product: [CH3:20][C:21]1[O:25][N:24]=[C:23]([C:26]2[CH:31]=[CH:30][CH:29]=[CH:28][CH:27]=2)[C:22]=1[C:32]1[N:36]2[CH2:37][C:38]3[C:43]([C:35]2=[N:34][N:33]=1)=[CH:42][C:41]([O:44][CH2:46][C:47]1[CH:48]=[N:49][CH:50]=[CH:51][CH:52]=1)=[CH:40][CH:39]=3. The catalyst class is: 4. (9) Reactant: [NH2:1][C:2]1[CH:3]=[C:4]([Cl:27])[C:5]2[N:9]=[C:8]([CH:10]([F:12])[F:11])[N:7]([C:13]3[N:18]=[C:17](Cl)[N:16]=[C:15]([N:20]4[CH2:25][CH2:24][O:23][CH2:22][CH2:21]4)[N:14]=3)[C:6]=2[CH:26]=1.Cl.[CH3:29][C:30]1([CH3:36])[O:35][CH2:34][CH2:33][NH:32][CH2:31]1.C(=O)([O-])[O-].[K+].[K+].O. Product: [NH2:1][C:2]1[CH:3]=[C:4]([Cl:27])[C:5]2[N:9]=[C:8]([CH:10]([F:11])[F:12])[N:7]([C:13]3[N:18]=[C:17]([N:32]4[CH2:33][CH2:34][O:35][C:30]([CH3:36])([CH3:29])[CH2:31]4)[N:16]=[C:15]([N:20]4[CH2:25][CH2:24][O:23][CH2:22][CH2:21]4)[N:14]=3)[C:6]=2[CH:26]=1. The catalyst class is: 3.